Task: Predict the reactants needed to synthesize the given product.. Dataset: Retrosynthesis with 50K atom-mapped reactions and 10 reaction types from USPTO (1) The reactants are: CO.O=C(O)C=Cc1cccc(Br)c1. Given the product COC(=O)/C=C/c1cccc(Br)c1, predict the reactants needed to synthesize it. (2) Given the product CC(=O)CC(=O)N1CCC(=O)c2ccccc21, predict the reactants needed to synthesize it. The reactants are: CC(=O)CC(=O)Cl.O=C1CCNc2ccccc21. (3) Given the product O=c1c(Cl)nsnc1Oc1ccc(Cl)cc1, predict the reactants needed to synthesize it. The reactants are: O=c1c(Cl)nsnc1Cl.Oc1ccc(Cl)cc1. (4) Given the product COC(=O)/C(=C/C1CCCC1)c1ccc(-n2nnnc2C)c(Cl)c1, predict the reactants needed to synthesize it. The reactants are: COC(=O)/C(I)=C\C1CCCC1.Cc1nnnn1-c1ccc(I)cc1Cl. (5) The reactants are: CC(C)(C)OC(=O)N[C@H](C(=O)O)C1CCCCC1.c1ccc2c(c1)ncn2-c1cc([C@@H]2CCCN2)ccn1. Given the product CC(C)(C)OC(=O)N[C@H](C(=O)N1CCC[C@H]1c1ccnc(-n2cnc3ccccc32)c1)C1CCCCC1, predict the reactants needed to synthesize it. (6) Given the product O=C(Nc1ccc(F)cc1)c1cc([N+](=O)[O-])c(Sc2c(Cl)cncc2Cl)s1, predict the reactants needed to synthesize it. The reactants are: Nc1ccc(F)cc1.O=C(Cl)c1cc([N+](=O)[O-])c(Sc2c(Cl)cncc2Cl)s1. (7) Given the product CCn1cc(-c2ccccc2)c2ncccc2c1=O, predict the reactants needed to synthesize it. The reactants are: CCI.O=c1[nH]cc(-c2ccccc2)c2ncccc12. (8) The reactants are: Cc1nc(N)nc(-c2cccnc2F)n1.Nc1ccc(N)nc1. Given the product Cc1nc(N)nc(-c2cccnc2Nc2ccc(N)nc2)n1, predict the reactants needed to synthesize it. (9) Given the product O=C(O)c1ccc2ncnn2c1, predict the reactants needed to synthesize it. The reactants are: COC(=O)c1ccc2ncnn2c1.